From a dataset of Reaction yield outcomes from USPTO patents with 853,638 reactions. Predict the reaction yield, written as a fraction of the theoretical maximum amount of product (1.0 means a 100% yield; for example, 0.34 means a 34% yield). (1) The reactants are [CH3:1][O:2][C:3]1[CH:11]=[CH:10][CH:9]=[C:8]([O:12][CH3:13])[C:4]=1[C:5](Cl)=[O:6].[CH3:14][NH:15][CH2:16][CH2:17][C:18]#[C:19][C:20]1[CH:25]=[CH:24][CH:23]=[CH:22][N:21]=1.CCN(C(C)C)C(C)C. The catalyst is C(Cl)(Cl)Cl. The product is [CH3:1][O:2][C:3]1[CH:11]=[CH:10][CH:9]=[C:8]([O:12][CH3:13])[C:4]=1[C:5]([N:15]([CH3:14])[CH2:16][CH2:17][C:18]#[C:19][C:20]1[CH:25]=[CH:24][CH:23]=[CH:22][N:21]=1)=[O:6]. The yield is 0.120. (2) The reactants are Cl[C:2]1[CH:11]=[C:10]([C:12]#[N:13])[C:5]([C:6]([O:8][CH3:9])=[O:7])=[C:4]([C:14]2[CH:15]=[N:16][N:17]([CH3:19])[CH:18]=2)[N:3]=1.[NH2:20][C@H:21]([CH2:25][CH:26]([CH3:28])[CH3:27])[C:22]([NH2:24])=[O:23].O. The catalyst is CC(N(C)C)=O. The product is [NH2:24][C:22](=[O:23])[C@H:21]([NH:20][C:2]1[CH:11]=[C:10]([C:12]#[N:13])[C:5]([C:6]([O:8][CH3:9])=[O:7])=[C:4]([C:14]2[CH:15]=[N:16][N:17]([CH3:19])[CH:18]=2)[N:3]=1)[CH2:25][CH:26]([CH3:28])[CH3:27]. The yield is 0.110. (3) The reactants are [CH3:1][N:2]1[CH:6]=[C:5]([N+:7]([O-])=O)[N:4]=[CH:3]1.[Cl:10][C:11]1[N:12]=[C:13](Cl)[C:14]2[CH:20]=[CH:19][C:18]([C:21]([F:24])([F:23])[F:22])=[N:17][C:15]=2[N:16]=1. No catalyst specified. The product is [Cl:10][C:11]1[N:12]=[C:13]([NH:7][C:5]2[N:4]=[CH:3][N:2]([CH3:1])[CH:6]=2)[C:14]2[CH:20]=[CH:19][C:18]([C:21]([F:23])([F:24])[F:22])=[N:17][C:15]=2[N:16]=1. The yield is 0.498. (4) The reactants are [NH2:1][C:2]1[C:11]2[C:6](=[CH:7][C:8](F)=[CH:9][CH:10]=2)[C:5]([Br:13])=[CH:4][N:3]=1.[CH3:14][C:15]1[C:23]2[C:22](=[O:24])[CH2:21][C:20]([CH3:26])([CH3:25])[CH2:19][C:18]=2[NH:17][CH:16]=1.[H-].[Na+].[NH4+].[Cl-]. The catalyst is CN(C=O)C. The product is [NH2:1][C:2]1[C:11]2[C:6](=[CH:7][C:8]([N:17]3[C:18]4[CH2:19][C:20]([CH3:25])([CH3:26])[CH2:21][C:22](=[O:24])[C:23]=4[C:15]([CH3:14])=[CH:16]3)=[CH:9][CH:10]=2)[C:5]([Br:13])=[CH:4][N:3]=1. The yield is 0.250. (5) The reactants are CS(O[CH2:6][CH2:7][O:8][C:9]1[CH:14]=[CH:13][CH:12]=[C:11]([N:15]2[C:19]([NH:20][C:21](=[O:50])[NH:22][C@@H:23]3[C:32]4[C:27](=[CH:28][CH:29]=[CH:30][CH:31]=4)[C@H:26]([O:33][C:34]4[CH:35]=[CH:36][C:37]5[N:38]([C:40]([N:43]6[CH2:48][CH2:47][CH2:46][CH2:45][C@@H:44]6[CH3:49])=[N:41][N:42]=5)[CH:39]=4)[CH2:25][CH2:24]3)=[CH:18][C:17]([C:51]([CH3:72])([CH3:71])[CH2:52][O:53][Si:54]([C:67]([CH3:70])([CH3:69])[CH3:68])([C:61]3[CH:66]=[CH:65][CH:64]=[CH:63][CH:62]=3)[C:55]3[CH:60]=[CH:59][CH:58]=[CH:57][CH:56]=3)=[N:16]2)[CH:10]=1)(=O)=O.[CH3:73][NH:74][CH3:75]. The catalyst is C1COCC1. The product is [Si:54]([O:53][CH2:52][C:51]([C:17]1[CH:18]=[C:19]([NH:20][C:21]([NH:22][C@@H:23]2[C:32]3[C:27](=[CH:28][CH:29]=[CH:30][CH:31]=3)[C@H:26]([O:33][C:34]3[CH:35]=[CH:36][C:37]4[N:38]([C:40]([N:43]5[CH2:48][CH2:47][CH2:46][CH2:45][C@@H:44]5[CH3:49])=[N:41][N:42]=4)[CH:39]=3)[CH2:25][CH2:24]2)=[O:50])[N:15]([C:11]2[CH:12]=[CH:13][CH:14]=[C:9]([O:8][CH2:7][CH2:6][N:74]([CH3:75])[CH3:73])[CH:10]=2)[N:16]=1)([CH3:71])[CH3:72])([C:67]([CH3:68])([CH3:69])[CH3:70])([C:61]1[CH:66]=[CH:65][CH:64]=[CH:63][CH:62]=1)[C:55]1[CH:60]=[CH:59][CH:58]=[CH:57][CH:56]=1. The yield is 0.750. (6) The reactants are [C:1]([O:5][C:6]([N:8]1[CH2:13][CH2:12][N:11]2[C:14]([C:20]3[CH:25]=[CH:24][CH:23]=[CH:22][CH:21]=3)=[N:15][C:16]([C:17]([OH:19])=O)=[C:10]2[CH2:9]1)=[O:7])([CH3:4])([CH3:3])[CH3:2].[NH2:26][C@@H:27]([C:32]([CH3:35])([CH3:34])[CH3:33])[C:28]([O:30][CH3:31])=[O:29].CCN(C(C)C)C(C)C.CN(C(ON1N=NC2C=CC=CC1=2)=[N+](C)C)C.[B-](F)(F)(F)F. The catalyst is CN(C=O)C.O. The product is [CH3:31][O:30][C:28](=[O:29])[C@@H:27]([NH:26][C:17]([C:16]1[N:15]=[C:14]([C:20]2[CH:25]=[CH:24][CH:23]=[CH:22][CH:21]=2)[N:11]2[CH2:12][CH2:13][N:8]([C:6]([O:5][C:1]([CH3:4])([CH3:3])[CH3:2])=[O:7])[CH2:9][C:10]=12)=[O:19])[C:32]([CH3:35])([CH3:34])[CH3:33]. The yield is 0.980. (7) The reactants are C1(P(C2C=CC=CC=2)C2C=CC=CC=2)C=CC=CC=1.O1CCCC1.[I:25]N1C(=O)CCC1=O.[CH2:33]([Sn:37]([CH2:46]O)([CH2:42][CH2:43][CH2:44][CH3:45])[CH2:38][CH2:39][CH2:40][CH3:41])[CH2:34][CH2:35][CH3:36]. The catalyst is O.C(OCC)C. The product is [CH2:33]([Sn:37]([CH2:42][CH2:43][CH2:44][CH3:45])([CH2:38][CH2:39][CH2:40][CH3:41])[CH2:46][I:25])[CH2:34][CH2:35][CH3:36]. The yield is 0.940. (8) The reactants are [CH2:1]([O:4][C:5]1[CH:53]=[CH:52][CH:51]=[CH:50][C:6]=1[C:7]([C:9]1[CH:18]=[C:17]([C:19]([O:21][CH3:22])=[O:20])[C:16]2([C:23]([O:25][CH3:26])=[O:24])[N:11]([CH2:12][CH2:13][C:14]3[C:33]4[C:28](=[CH:29][CH:30]=[C:31]([O:34][CH2:35][C:36](=[O:49])[NH:37][CH2:38][CH2:39][CH2:40][CH2:41][NH:42]C(=O)C(C)(C)C)[CH:32]=4)[NH:27][C:15]=32)[CH:10]=1)=[O:8])[CH:2]=[CH2:3].C1(C)C=CC=CC=1.C(Cl)(Cl)Cl.CO. The catalyst is ClCCl.FC(F)(F)C(O)=O. The product is [CH2:1]([O:4][C:5]1[CH:53]=[CH:52][CH:51]=[CH:50][C:6]=1[C:7]([C:9]1[CH:18]=[C:17]([C:19]([O:21][CH3:22])=[O:20])[C:16]2([C:23]([O:25][CH3:26])=[O:24])[N:11]([CH2:12][CH2:13][C:14]3[C:33]4[C:28](=[CH:29][CH:30]=[C:31]([O:34][CH2:35][C:36]([NH:37][CH2:38][CH2:39][CH2:40][CH2:41][NH2:42])=[O:49])[CH:32]=4)[NH:27][C:15]=32)[CH:10]=1)=[O:8])[CH:2]=[CH2:3]. The yield is 1.00. (9) The reactants are [CH2:1]1[CH2:11][C:9](=O)[C:8]2[C:3](=[CH:4][CH:5]=[CH:6][CH:7]=2)[CH2:2]1.Cl.[NH2:13][OH:14]. The catalyst is CO. The product is [C:9]1(=[N:13][OH:14])[C:8]2[C:3](=[CH:4][CH:5]=[CH:6][CH:7]=2)[CH2:2][CH2:1][CH2:11]1. The yield is 0.630. (10) The catalyst is C(O)C.[Pd]. The reactants are [C:1]([C:5]1[N:6]([CH2:19][CH2:20][OH:21])[C:7]2[CH:8]=[CH:9][C:10]([N+:16]([O-])=O)=[C:11]([C:14]#[N:15])[C:12]=2[CH:13]=1)([CH3:4])([CH3:3])[CH3:2]. The product is [NH2:16][C:10]1[CH:9]=[CH:8][C:7]2[N:6]([CH2:19][CH2:20][OH:21])[C:5]([C:1]([CH3:2])([CH3:3])[CH3:4])=[CH:13][C:12]=2[C:11]=1[C:14]#[N:15]. The yield is 0.930.